This data is from Reaction yield outcomes from USPTO patents with 853,638 reactions. The task is: Predict the reaction yield, written as a fraction of the theoretical maximum amount of product (1.0 means a 100% yield; for example, 0.34 means a 34% yield). (1) The reactants are [OH:1][CH2:2][C:3]1[CH:11]=[CH:10][C:6]([C:7]([OH:9])=O)=[CH:5][CH:4]=1.[CH2:12]([NH:14][CH2:15][CH3:16])[CH3:13].O.ON1C2C=CC=CC=2N=N1.Cl.CN(C)CCCN=C=NCC. The catalyst is CN(C=O)C. The product is [CH2:12]([N:14]([CH2:15][CH3:16])[C:7](=[O:9])[C:6]1[CH:5]=[CH:4][C:3]([CH2:2][OH:1])=[CH:11][CH:10]=1)[CH3:13]. The yield is 0.850. (2) The reactants are [CH:1]([CH:4]1[C:9]([O:10][CH3:11])=[N:8][CH:7]([CH2:12][CH2:13]C(F)(F)F)[C:6]([O:18][CH3:19])=[N:5]1)([CH3:3])[CH3:2].BrCC[O:23][CH2:24][C:25]([F:28])([F:27])[F:26]. No catalyst specified. The product is [CH:1]([CH:4]1[C:9]([O:10][CH3:11])=[N:8][CH:7]([CH2:12][CH2:13][O:23][CH2:24][C:25]([F:28])([F:27])[F:26])[C:6]([O:18][CH3:19])=[N:5]1)([CH3:2])[CH3:3]. The yield is 0.650.